From a dataset of Peptide-MHC class I binding affinity with 185,985 pairs from IEDB/IMGT. Regression. Given a peptide amino acid sequence and an MHC pseudo amino acid sequence, predict their binding affinity value. This is MHC class I binding data. The peptide sequence is AYISSEATTPV. The MHC is Mamu-A01 with pseudo-sequence Mamu-A01. The binding affinity (normalized) is 0.240.